From a dataset of Peptide-MHC class I binding affinity with 185,985 pairs from IEDB/IMGT. Regression. Given a peptide amino acid sequence and an MHC pseudo amino acid sequence, predict their binding affinity value. This is MHC class I binding data. (1) The peptide sequence is VAGGLLIACY. The MHC is HLA-A01:01 with pseudo-sequence HLA-A01:01. The binding affinity (normalized) is 0.261. (2) The peptide sequence is ASLPTTIAK. The MHC is HLA-A02:03 with pseudo-sequence HLA-A02:03. The binding affinity (normalized) is 0. (3) The peptide sequence is ETVWPFFYA. The MHC is HLA-A03:01 with pseudo-sequence HLA-A03:01. The binding affinity (normalized) is 0.0847. (4) The binding affinity (normalized) is 0.0847. The MHC is HLA-A02:03 with pseudo-sequence HLA-A02:03. The peptide sequence is FHIVNQESL. (5) The peptide sequence is IQFDWYPTS. The MHC is HLA-A03:01 with pseudo-sequence HLA-A03:01. The binding affinity (normalized) is 0.0847. (6) The peptide sequence is AVDADDSHF. The MHC is HLA-A02:01 with pseudo-sequence HLA-A02:01. The binding affinity (normalized) is 0.0847. (7) The peptide sequence is GSHLEVQGYW. The binding affinity (normalized) is 0.559. The MHC is Mamu-B17 with pseudo-sequence Mamu-B17. (8) The peptide sequence is YLQYGWSY. The MHC is Mamu-B17 with pseudo-sequence Mamu-B17. The binding affinity (normalized) is 0. (9) The peptide sequence is LHRMDLGVPL. The MHC is HLA-B08:01 with pseudo-sequence HLA-B08:01. The binding affinity (normalized) is 0.360. (10) The peptide sequence is SWPDGAELPF. The MHC is HLA-A29:02 with pseudo-sequence HLA-A29:02. The binding affinity (normalized) is 0.138.